Predict the product of the given reaction. From a dataset of Forward reaction prediction with 1.9M reactions from USPTO patents (1976-2016). (1) Given the reactants [CH3:1][O:2][C:3]1[CH:8]=[CH:7][CH:6]=[CH:5][C:4]=1[C:9]1[N:14]=[CH:13][N:12]=[C:11]([NH:15][C:16]([CH:18]2[CH2:23][CH2:22][NH:21][CH2:20][CH2:19]2)=[O:17])[CH:10]=1.[ClH:24], predict the reaction product. The product is: [ClH:24].[CH3:1][O:2][C:3]1[CH:8]=[CH:7][CH:6]=[CH:5][C:4]=1[C:9]1[N:14]=[CH:13][N:12]=[C:11]([NH:15][C:16]([CH:18]2[CH2:23][CH2:22][NH:21][CH2:20][CH2:19]2)=[O:17])[CH:10]=1. (2) Given the reactants Br[C:2]1[CH:14]=[N:13][C:12]2[C:11]3[CH:10]=[CH:9][C:8]([C:15]([O:17][CH3:18])=[O:16])=[CH:7][C:6]=3[N:5]([C@H:19]([C:26]3[CH:31]=[CH:30][CH:29]=[CH:28][CH:27]=3)[CH:20]3[CH2:25][CH2:24][O:23][CH2:22][CH2:21]3)[C:4]=2[CH:3]=1.[CH3:32][N:33]1[CH:37]=[CH:36][N:35]=[N:34]1, predict the reaction product. The product is: [CH3:32][N:33]1[C:37]([C:2]2[CH:14]=[N:13][C:12]3[C:11]4[CH:10]=[CH:9][C:8]([C:15]([O:17][CH3:18])=[O:16])=[CH:7][C:6]=4[N:5]([C@H:19]([C:26]4[CH:31]=[CH:30][CH:29]=[CH:28][CH:27]=4)[CH:20]4[CH2:25][CH2:24][O:23][CH2:22][CH2:21]4)[C:4]=3[CH:3]=2)=[CH:36][N:35]=[N:34]1.